Dataset: Full USPTO retrosynthesis dataset with 1.9M reactions from patents (1976-2016). Task: Predict the reactants needed to synthesize the given product. (1) Given the product [CH3:1][O:2][C:3]1[CH:8]=[CH:7][C:6]([C:9]2[C:10]([CH:15]=[N:23][S@:21]([C:18]([CH3:20])([CH3:19])[CH3:17])=[O:22])=[N:11][CH:12]=[CH:13][CH:14]=2)=[CH:5][CH:4]=1, predict the reactants needed to synthesize it. The reactants are: [CH3:1][O:2][C:3]1[CH:8]=[CH:7][C:6]([C:9]2[C:10]([CH:15]=O)=[N:11][CH:12]=[CH:13][CH:14]=2)=[CH:5][CH:4]=1.[CH3:17][C:18]([S@@:21]([NH2:23])=[O:22])([CH3:20])[CH3:19]. (2) Given the product [Cl:38][C:24]1[C:25]([NH:27][C@@H:28]2[C@@H:33]3[CH2:34][C@@H:30]([CH:31]=[CH:32]3)[C@@H:29]2[C:35]([NH2:37])=[O:36])=[N:26][C:21]([NH:17][C:12]2[C:13]([O:15][CH3:16])=[CH:14][C:7]3[CH2:6][CH2:5][N:4]([CH2:3][C:2]([F:1])([F:19])[CH3:18])[CH2:10][CH2:9][C:8]=3[CH:11]=2)=[N:22][CH:23]=1, predict the reactants needed to synthesize it. The reactants are: [F:1][C:2]([F:19])([CH3:18])[CH2:3][N:4]1[CH2:10][CH2:9][C:8]2[CH:11]=[C:12]([NH2:17])[C:13]([O:15][CH3:16])=[CH:14][C:7]=2[CH2:6][CH2:5]1.Cl[C:21]1[N:26]=[C:25]([NH:27][C@@H:28]2[C@@H:33]3[CH2:34][C@@H:30]([CH:31]=[CH:32]3)[C@@H:29]2[C:35]([NH2:37])=[O:36])[C:24]([Cl:38])=[CH:23][N:22]=1. (3) Given the product [Cl:1][C:2]1[CH:7]=[CH:6][C:5]([C:8]2[C:14]3[CH:15]=[C:16]([O:19][CH3:20])[CH:17]=[CH:18][C:13]=3[N:12]3[C:21]([CH3:24])=[N:22][N:23]=[C:11]3[C@H:10]([CH2:25][C:26]([NH:62][CH2:63][CH2:64][C:65]3[CH:70]=[CH:69][CH:68]=[C:67]([OH:71])[C:66]=3[OH:72])=[O:27])[N:9]=2)=[CH:4][CH:3]=1, predict the reactants needed to synthesize it. The reactants are: [Cl:1][C:2]1[CH:7]=[CH:6][C:5]([C:8]2[C:14]3[CH:15]=[C:16]([O:19][CH3:20])[CH:17]=[CH:18][C:13]=3[N:12]3[C:21]([CH3:24])=[N:22][N:23]=[C:11]3[C@H:10]([CH2:25][C:26](O)=[O:27])[N:9]=2)=[CH:4][CH:3]=1.CN(C(ON1N=NC2C=CC=NC1=2)=[N+](C)C)C.F[P-](F)(F)(F)(F)F.CCN(C(C)C)C(C)C.[NH2:62][CH2:63][CH2:64][C:65]1[CH:70]=[CH:69][CH:68]=[C:67]([OH:71])[C:66]=1[OH:72].